From a dataset of CYP3A4 substrate classification data from Carbon-Mangels et al.. Regression/Classification. Given a drug SMILES string, predict its absorption, distribution, metabolism, or excretion properties. Task type varies by dataset: regression for continuous measurements (e.g., permeability, clearance, half-life) or binary classification for categorical outcomes (e.g., BBB penetration, CYP inhibition). Dataset: cyp3a4_substrate_carbonmangels. (1) The molecule is CNC(=O)c1cccc(NCC(=O)NCCc2ccc(OC)c(OC)c2)c1. The result is 1 (substrate). (2) The compound is CN(C)CCCN1c2ccccc2Sc2ccc(Cl)cc21. The result is 1 (substrate). (3) The compound is CN1CC(=O)N2[C@H](Cc3c([nH]c4ccccc34)[C@H]2c2ccc3c(c2)OCO3)C1=O. The result is 1 (substrate).